Dataset: Forward reaction prediction with 1.9M reactions from USPTO patents (1976-2016). Task: Predict the product of the given reaction. (1) Given the reactants [CH2:1]([C@H:8]([NH:42][C:43]([C@@H:45]([NH:50][C:51](=[O:54])[O:52][CH3:53])[C:46]([CH3:49])([CH3:48])[CH3:47])=[O:44])[C@@H:9]([O:38][CH2:39]SC)[CH2:10][C@@H:11]([NH:25][C:26](=[O:37])[C@H:27]([C:33]([CH3:36])([CH3:35])[CH3:34])[NH:28][C:29]([O:31][CH3:32])=[O:30])[CH2:12][C:13]1[CH:18]=[CH:17][C:16]([C:19]2[CH:24]=[CH:23][CH:22]=[CH:21][N:20]=2)=[CH:15][CH:14]=1)[C:2]1[CH:7]=[CH:6][CH:5]=[CH:4][CH:3]=1.[P:55](=[O:59])([OH:58])([OH:57])[OH:56].IN1C(=O)CCC1=O.C(=O)([O-])[O-].[Na+:72].[Na+:73], predict the reaction product. The product is: [CH2:1]([C@@H:8]([C@@H:9]([O:38][CH2:39][O:59][P:55]([OH:58])([OH:57])=[O:56])[CH2:10][C@H:11]([CH2:12][C:13]1[CH:18]=[CH:17][C:16]([C:19]2[CH:24]=[CH:23][CH:22]=[CH:21][N:20]=2)=[CH:15][CH:14]=1)[NH:25][C:26](=[O:37])[C@H:27]([C:33]([CH3:36])([CH3:35])[CH3:34])[NH:28][C:29](=[O:30])[O:31][CH3:32])[NH:42][C:43](=[O:44])[C@@H:45]([NH:50][C:51](=[O:54])[O:52][CH3:53])[C:46]([CH3:47])([CH3:48])[CH3:49])[C:2]1[CH:3]=[CH:4][CH:5]=[CH:6][CH:7]=1.[Na:72][Na:73]. (2) The product is: [CH:11]([C:8]1[CH:9]=[C:10]2[C:5](=[CH:6][CH:7]=1)[N:4]([CH3:14])[N:3]=[C:2]2[Sn:24]([CH2:26][CH2:27][CH2:28][CH3:29])([CH2:30][CH2:31][CH2:32][CH3:33])[CH2:20][CH2:21][CH2:22][CH3:23])([CH3:13])[CH3:12]. Given the reactants I[C:2]1[C:10]2[C:5](=[CH:6][CH:7]=[C:8]([CH:11]([CH3:13])[CH3:12])[CH:9]=2)[N:4]([CH3:14])[N:3]=1.C([Mg]Cl)(C)C.[CH2:20]([Sn:24]([CH2:30][CH2:31][CH2:32][CH3:33])([CH2:26][CH2:27][CH2:28][CH3:29])Cl)[CH2:21][CH2:22][CH3:23], predict the reaction product. (3) Given the reactants Cl.[NH2:2][C@@H:3]1[CH2:8][CH2:7][C@H:6]([NH:9][C:10]([C:12]2[C:16]3=[N:17][CH:18]=[CH:19][C:20]([C:21]4[CH:26]=[C:25]([CH3:27])[CH:24]=[CH:23][C:22]=4[O:28][CH2:29][CH:30]4[CH2:32][CH2:31]4)=[C:15]3[NH:14][C:13]=2[CH3:33])=[O:11])[CH2:5][CH2:4]1.[C:34](Cl)(=[O:36])[CH3:35], predict the reaction product. The product is: [C:34]([NH:2][C@@H:3]1[CH2:8][CH2:7][C@H:6]([NH:9][C:10]([C:12]2[C:16]3=[N:17][CH:18]=[CH:19][C:20]([C:21]4[CH:26]=[C:25]([CH3:27])[CH:24]=[CH:23][C:22]=4[O:28][CH2:29][CH:30]4[CH2:31][CH2:32]4)=[C:15]3[NH:14][C:13]=2[CH3:33])=[O:11])[CH2:5][CH2:4]1)(=[O:36])[CH3:35]. (4) Given the reactants [S-:1][C:2]#[N:3].[Na+].[Br-].[Na+].BrBr.[F:9][C:10]1[CH:16]=[CH:15][CH:14]=[CH:13][C:11]=1[NH2:12].C(=O)([O-])[O-].[Na+].[Na+], predict the reaction product. The product is: [F:9][C:10]1[CH:16]=[C:15]([S:1][C:2]#[N:3])[CH:14]=[CH:13][C:11]=1[NH2:12].